Dataset: Full USPTO retrosynthesis dataset with 1.9M reactions from patents (1976-2016). Task: Predict the reactants needed to synthesize the given product. (1) Given the product [Cl:25][CH:17]1[C:16](=[O:23])[C:15]2[C:14]3[C:22]4=[C:10]([O:9][CH2:8][CH:7]([C:1]5[CH:2]=[CH:3][CH:4]=[CH:5][CH:6]=5)[N:21]4[C:20]=2[CH2:19][CH2:18]1)[CH:11]=[CH:12][CH:13]=3, predict the reactants needed to synthesize it. The reactants are: [C:1]1([CH:7]2[N:21]3[C:22]4[C:14]([C:15]5[C:16](=[O:23])[CH2:17][CH2:18][CH2:19][C:20]=53)=[CH:13][CH:12]=[CH:11][C:10]=4[O:9][CH2:8]2)[CH:6]=[CH:5][CH:4]=[CH:3][CH:2]=1.[Li+].[Cl-:25]. (2) Given the product [N+:1]([C:4]1[CH:14]=[CH:13][C:7]2[O:8][CH2:9][CH2:10][NH:11][C:6]=2[CH:5]=1)([O-:3])=[O:2], predict the reactants needed to synthesize it. The reactants are: [N+:1]([C:4]1[CH:14]=[CH:13][C:7]2[O:8][CH2:9][C:10](=O)[NH:11][C:6]=2[CH:5]=1)([O-:3])=[O:2].B.C1COCC1.CO.Cl. (3) Given the product [O:1]=[C:2]1[CH:6]=[CH:5][C:4](=[O:7])[N:3]1[CH2:8][CH2:9][CH2:10][CH2:11][CH2:12][C:13]([O:15][N:17]1[C:21](=[O:22])[CH2:20][CH2:19][C:18]1=[O:23])=[O:14], predict the reactants needed to synthesize it. The reactants are: [O:1]=[C:2]1[CH:6]=[CH:5][C:4](=[O:7])[N:3]1[CH2:8][CH2:9][CH2:10][CH2:11][CH2:12][C:13]([O-:15])=[O:14].O[N:17]1[C:21](=[O:22])[CH2:20][CH2:19][C:18]1=[O:23].C1(N=C=NC2CCCCC2)CCCCC1. (4) Given the product [CH3:16][C:7]1[C:6]2[C:10](=[C:2]([NH:1][S:22]([C:18]3[S:17][CH:21]=[CH:20][CH:19]=3)(=[O:24])=[O:23])[CH:3]=[CH:4][CH:5]=2)[NH:9][C:8]=1[C:11]([O:13][CH2:14][CH3:15])=[O:12], predict the reactants needed to synthesize it. The reactants are: [NH2:1][C:2]1[CH:3]=[CH:4][CH:5]=[C:6]2[C:10]=1[NH:9][C:8]([C:11]([O:13][CH2:14][CH3:15])=[O:12])=[C:7]2[CH3:16].[S:17]1[CH:21]=[CH:20][CH:19]=[C:18]1[S:22](Cl)(=[O:24])=[O:23]. (5) Given the product [Cl:1][C:2]1[N:7]=[N:6][C:5]([NH:8][S:9]([CH2:12][C:13]2[CH:14]=[CH:15][C:16]([C:19]#[N:20])=[CH:17][CH:18]=2)(=[O:11])=[O:10])=[C:4]([OH:21])[CH:3]=1, predict the reactants needed to synthesize it. The reactants are: [Cl:1][C:2]1[N:7]=[N:6][C:5]([NH:8][S:9]([CH2:12][C:13]2[CH:18]=[CH:17][C:16]([C:19]#[N:20])=[CH:15][CH:14]=2)(=[O:11])=[O:10])=[C:4]([O:21]C)[CH:3]=1.B(Br)(Br)Br. (6) Given the product [CH2:3]([O:7][C:8]1[CH:9]=[C:10]([CH2:30][CH2:31][C:32]([OH:34])=[O:33])[CH:11]=[CH:12][C:13]=1[CH2:14][CH2:15][CH2:16][C:17]1[CH:22]=[CH:21][C:20]([O:23][CH2:24][CH2:25][CH2:26][CH3:27])=[C:19]([O:28][CH3:29])[CH:18]=1)[CH2:4][CH2:5][CH3:6], predict the reactants needed to synthesize it. The reactants are: [OH-].[Li+].[CH2:3]([O:7][C:8]1[CH:9]=[C:10]([CH2:30][CH2:31][C:32]([O:34]C)=[O:33])[CH:11]=[CH:12][C:13]=1[CH2:14][CH2:15][CH2:16][C:17]1[CH:22]=[CH:21][C:20]([O:23][CH2:24][CH2:25][CH2:26][CH3:27])=[C:19]([O:28][CH3:29])[CH:18]=1)[CH2:4][CH2:5][CH3:6]. (7) Given the product [CH:30]1([CH2:29][N:26]2[C:25]3[C:24]([C:33]([NH2:35])=[O:34])=[CH:23][C:22]([C:36]4[C:37]([CH3:42])=[N:38][O:39][C:40]=4[CH3:41])=[CH:21][C:20]=3[C:19]3[C:27]2=[CH:28][C:16]([N:15]2[CH2:2][CH2:3][CH2:4][CH2:5][C:6]2=[O:8])=[CH:17][CH:18]=3)[CH2:32][CH2:31]1, predict the reactants needed to synthesize it. The reactants are: Cl[CH2:2][CH2:3][CH2:4][CH2:5][C:6]([OH:8])=O.C(Cl)(=O)C(Cl)=O.[NH2:15][C:16]1[CH:28]=[C:27]2[C:19]([C:20]3[CH:21]=[C:22]([C:36]4[C:37]([CH3:42])=[N:38][O:39][C:40]=4[CH3:41])[CH:23]=[C:24]([C:33]([NH2:35])=[O:34])[C:25]=3[N:26]2[CH2:29][CH:30]2[CH2:32][CH2:31]2)=[CH:18][CH:17]=1.N1C=CC=CC=1.C(=O)([O-])[O-].[K+].[K+]. (8) Given the product [CH2:36]([C:37]1[CH:42]=[CH:41][C:40]([N:4]2[CH:3]=[C:2]([CH3:1])[S:6]/[C:5]/2=[N:7]\[C:8]([N:10]2[CH2:14][CH2:13][CH2:12][CH2:11]2)=[O:9])=[CH:39][CH:38]=1)[C:43]1[CH:48]=[CH:47][CH:46]=[CH:45][CH:44]=1, predict the reactants needed to synthesize it. The reactants are: [CH3:1][C:2]1[S:6][C:5]([NH:7][C:8]([N:10]2[CH2:14][CH2:13][CH2:12][CH2:11]2)=[O:9])=[N:4][CH:3]=1.ClC1C=C2C(N=CC=C2)=C2C=1C=CC=N2.C(=O)([O-])[O-].[Cs+].[Cs+].[CH2:36]([C:43]1[CH:48]=[CH:47][C:46](Br)=[CH:45][CH:44]=1)[C:37]1[CH:42]=[CH:41][CH:40]=[CH:39][CH:38]=1.[OH-].[NH4+].O. (9) Given the product [N+:1]([C:4]1[CH:18]=[CH:17][C:7]([CH2:8][P:9](=[O:10])([OH:13])[OH:16])=[CH:6][CH:5]=1)([O-:3])=[O:2], predict the reactants needed to synthesize it. The reactants are: [N+:1]([C:4]1[CH:18]=[CH:17][C:7]([CH2:8][P:9](=[O:16])([O:13]CC)[O:10]CC)=[CH:6][CH:5]=1)([O-:3])=[O:2].Cl. (10) The reactants are: [CH:1]1([C:4]2[C:12]3[C:7](=[N:8][CH:9]=[CH:10][C:11]=3[O:13][C:14]3[C:19]([F:20])=[CH:18][C:17]([NH:21]C(=O)C)=[CH:16][C:15]=3[F:25])[N:6](S(C3C=CC(C)=CC=3)(=O)=O)[CH:5]=2)[CH2:3][CH2:2]1.[OH-].[Na+]. Given the product [CH:1]1([C:4]2[C:12]3[C:7](=[N:8][CH:9]=[CH:10][C:11]=3[O:13][C:14]3[C:15]([F:25])=[CH:16][C:17]([NH2:21])=[CH:18][C:19]=3[F:20])[NH:6][CH:5]=2)[CH2:3][CH2:2]1, predict the reactants needed to synthesize it.